Task: Predict the reactants needed to synthesize the given product.. Dataset: Full USPTO retrosynthesis dataset with 1.9M reactions from patents (1976-2016) (1) Given the product [Cl:54][C:51]1[CH:52]=[N:53][C:48]([C:45]2([NH:44][C:42](=[O:43])/[C:41](/[CH3:55])=[CH:40]/[C@:23]34[CH2:35][C:34](=[O:36])[C:33]([CH:37]([CH3:38])[CH3:39])=[C:24]3[C@@H:25]3[C@@:20]([CH3:56])([CH2:21][CH2:22]4)[C@@:19]4([CH3:57])[C@@H:28]([C@:29]5([CH3:32])[C@@H:16]([CH2:17][CH2:18]4)[C:15]([CH3:58])([CH3:59])[C@@H:14]([O:13][C:11](=[O:12])[CH2:10][C:2]([CH3:1])([CH3:60])[C:3]([OH:5])=[O:4])[CH2:31][CH2:30]5)[CH2:27][CH2:26]3)[CH2:47][CH2:46]2)=[N:49][CH:50]=1, predict the reactants needed to synthesize it. The reactants are: [CH3:1][C:2]([CH3:60])([CH2:10][C:11]([O:13][C@H:14]1[CH2:31][CH2:30][C@@:29]2([CH3:32])[C@@H:16]([CH2:17][CH2:18][C@:19]3([CH3:57])[C@@H:28]2[CH2:27][CH2:26][C@H:25]2[C@@:20]3([CH3:56])[CH2:21][CH2:22][C@@:23]3(/[CH:40]=[C:41](\[CH3:55])/[C:42]([NH:44][C:45]4([C:48]5[N:53]=[CH:52][C:51]([Cl:54])=[CH:50][N:49]=5)[CH2:47][CH2:46]4)=[O:43])[CH2:35][C:34](=[O:36])[C:33]([CH:37]([CH3:39])[CH3:38])=[C:24]32)[C:15]1([CH3:59])[CH3:58])=[O:12])[C:3]([O:5]C(C)(C)C)=[O:4].C(O)(C(F)(F)F)=O.CC#N.O. (2) Given the product [N+:27]([C:18]1[CH:19]=[C:20]([C:23]([F:24])([F:25])[F:26])[CH:21]=[CH:22][C:17]=1[NH:1][C:2]1[S:6][C:5]2[CH:7]=[CH:8][CH:9]=[CH:10][C:4]=2[C:3]=1[C:11]([O:13][CH2:14][CH3:15])=[O:12])([O-:29])=[O:28], predict the reactants needed to synthesize it. The reactants are: [NH2:1][C:2]1[S:6][C:5]2[CH:7]=[CH:8][CH:9]=[CH:10][C:4]=2[C:3]=1[C:11]([O:13][CH2:14][CH3:15])=[O:12].F[C:17]1[CH:22]=[CH:21][C:20]([C:23]([F:26])([F:25])[F:24])=[CH:19][C:18]=1[N+:27]([O-:29])=[O:28]. (3) Given the product [CH3:1][CH2:2][C@@H:3]([C@H:5]([NH:62][C:63]([C@@H:65]([NH2:71])[CH2:66][CH2:67][CH2:68][CH2:69][NH2:70])=[O:64])[C:6]([NH:8][C@H:9]([C:17]([NH:19][CH2:20][C:21]([NH:23][C@H:24]([C:27]([NH:29][C@H:30]([C:35]([NH:37][C@H:38]([C:40]([NH:42][C@H:43]([C:51]([NH:53][C@H:54]([C:59]([OH:61])=[O:60])[CH2:55][CH:56]([CH3:57])[CH3:58])=[O:52])[CH2:44][C:45]1[CH:46]=[CH:47][CH:48]=[CH:49][CH:50]=1)=[O:41])[CH3:39])=[O:36])[CH2:31][CH:32]([CH3:34])[CH3:33])=[O:28])[CH2:25][OH:26])=[O:22])=[O:18])[CH2:10][C:11]1[CH:16]=[CH:15][CH:14]=[CH:13][CH:12]=1)=[O:7])[CH3:4].[C:72]([O-:75])(=[O:74])[CH3:73], predict the reactants needed to synthesize it. The reactants are: [CH3:1][CH2:2][C@@H:3]([C@H:5]([NH:62][C:63]([C@@H:65]([NH2:71])[CH2:66][CH2:67][CH2:68][CH2:69][NH2:70])=[O:64])[C:6]([NH:8][C@H:9]([C:17]([NH:19][CH2:20][C:21]([NH:23][C@H:24]([C:27]([NH:29][C@H:30]([C:35]([NH:37][C@H:38]([C:40]([NH:42][C@H:43]([C:51]([NH:53][C@H:54]([C:59]([OH:61])=[O:60])[CH2:55][CH:56]([CH3:58])[CH3:57])=[O:52])[CH2:44][C:45]1[CH:46]=[CH:47][CH:48]=[CH:49][CH:50]=1)=[O:41])[CH3:39])=[O:36])[CH2:31][CH:32]([CH3:34])[CH3:33])=[O:28])[CH2:25][OH:26])=[O:22])=[O:18])[CH2:10][C:11]1[CH:12]=[CH:13][CH:14]=[CH:15][CH:16]=1)=[O:7])[CH3:4].[C:72]([OH:75])(=[O:74])[CH3:73]. (4) Given the product [CH:8]1([CH:9]([CH2:10][CH2:11][CH2:4][CH2:3][CH2:2][CH2:1][CH2:28][CH2:27][CH:26]([CH:16]2[CH2:18][CH2:17]2)[C:24]([OH:23])=[O:25])[C:45]([OH:46])=[O:51])[CH2:6][CH2:7]1, predict the reactants needed to synthesize it. The reactants are: [CH2:1]([Li])[CH2:2][CH2:3][CH3:4].[CH3:6][CH2:7][CH2:8][CH2:9][CH2:10][CH3:11].C(N[CH:16]([CH3:18])[CH3:17])(C)C.C([O:23][C:24]([CH:26]1[CH2:28][CH2:27]1)=[O:25])(C)(C)C.BrCCCCCCCCBr.CN1[C:45](=[O:46])N(C)CCC1.C1C[O:51]CC1. (5) Given the product [Cl:1][C:2]1[S:3][C:4]([CH2:10][N:11]2[CH2:16][CH2:15][O:14][CH2:13][CH2:12]2)=[CH:5][C:6]=1[C:7](=[O:9])[CH2:8][C:25]([O:24][CH3:23])=[O:26], predict the reactants needed to synthesize it. The reactants are: [Cl:1][C:2]1[S:3][C:4]([CH2:10][N:11]2[CH2:16][CH2:15][O:14][CH2:13][CH2:12]2)=[CH:5][C:6]=1[C:7](=[O:9])[CH3:8].[H-].[Na+].C(O)(=O)C.[CH3:23][O:24][C:25](=O)[O:26]C. (6) Given the product [F:1][C:2]1[CH:3]=[C:4]([CH:42]=[CH:43][CH:44]=1)[CH2:5][N:6]1[CH:10]=[C:9]([C:11]2[C:19]3[C:14](=[N:15][CH:16]=[C:17]([C:20]4[CH:25]=[CH:24][C:23]([N:26]5[CH2:31][CH2:30][N:29]([C:81](=[O:80])[CH2:82][OH:83])[CH2:28][CH2:27]5)=[N:22][CH:21]=4)[CH:18]=3)[N:13]([S:32]([C:35]3[CH:41]=[CH:40][C:38]([CH3:39])=[CH:37][CH:36]=3)(=[O:34])=[O:33])[CH:12]=2)[CH:8]=[N:7]1, predict the reactants needed to synthesize it. The reactants are: [F:1][C:2]1[CH:3]=[C:4]([CH:42]=[CH:43][CH:44]=1)[CH2:5][N:6]1[CH:10]=[C:9]([C:11]2[C:19]3[C:14](=[N:15][CH:16]=[C:17]([C:20]4[CH:21]=[N:22][C:23]([N:26]5[CH2:31][CH2:30][NH:29][CH2:28][CH2:27]5)=[CH:24][CH:25]=4)[CH:18]=3)[N:13]([S:32]([C:35]3[CH:41]=[CH:40][C:38]([CH3:39])=[CH:37][CH:36]=3)(=[O:34])=[O:33])[CH:12]=2)[CH:8]=[N:7]1.FC1C=C(C=CC=1)CN1C=C(C2C3C(=NC=C(C4C=NC(N5CCN(C)CC5)=CC=4)C=3)NC=2)C=N1.[OH:80][CH2:81][C:82](O)=[O:83].CN(C(ON1N=NC2C=CC=NC1=2)=[N+](C)C)C.F[P-](F)(F)(F)(F)F.C1C=CC2N(O)N=NC=2C=1.CCN(C(C)C)C(C)C. (7) Given the product [CH3:19][C:20]1[C:24]([C:2]2[CH:3]=[C:4]3[C:10]([C:11]4[CH:16]=[CH:15][CH:14]=[CH:13][C:12]=4[O:17][CH3:18])=[CH:9][NH:8][C:5]3=[N:6][CH:7]=2)=[C:23]([CH3:28])[O:22][N:21]=1, predict the reactants needed to synthesize it. The reactants are: Br[C:2]1[CH:3]=[C:4]2[C:10]([C:11]3[CH:16]=[CH:15][CH:14]=[CH:13][C:12]=3[O:17][CH3:18])=[CH:9][NH:8][C:5]2=[N:6][CH:7]=1.[CH3:19][C:20]1[C:24](B(O)O)=[C:23]([CH3:28])[O:22][N:21]=1.ClCCl.C(=O)([O-])[O-].[Na+].[Na+]. (8) Given the product [C:11]1([C:17]#[C:18][C:2]2[CH:3]=[N:4][C:5]3[N:6]([N:8]=[CH:9][CH:10]=3)[CH:7]=2)[CH:16]=[CH:15][CH:14]=[CH:13][CH:12]=1, predict the reactants needed to synthesize it. The reactants are: Br[C:2]1[CH:3]=[N:4][C:5]2[N:6]([N:8]=[CH:9][CH:10]=2)[CH:7]=1.[C:11]1([C:17]#[CH:18])[CH:16]=[CH:15][CH:14]=[CH:13][CH:12]=1.C(N(CC)CC)C.C1(P(C2C=CC=CC=2)C2C=CC=CC=2)C=CC=CC=1. (9) Given the product [Cl:1][C:2]1[C:3]([NH:23][C:24]2[CH:28]=[C:27]([CH3:29])[NH:26][N:25]=2)=[N:4][C:5]([NH:8][C:9]2[CH:14]=[C:13]([CH3:15])[C:12]([CH:16]3[CH2:21][CH2:20][N:19]([CH2:31][CH2:32][C:33]4[O:37][N:36]=[C:35]([CH:38]([CH3:40])[CH3:39])[N:34]=4)[CH2:18][CH2:17]3)=[CH:11][C:10]=2[CH3:22])=[N:6][CH:7]=1, predict the reactants needed to synthesize it. The reactants are: [Cl:1][C:2]1[C:3]([NH:23][C:24]2[CH:28]=[C:27]([CH3:29])[NH:26][N:25]=2)=[N:4][C:5]([NH:8][C:9]2[CH:14]=[C:13]([CH3:15])[C:12]([CH:16]3[CH2:21][CH2:20][NH:19][CH2:18][CH2:17]3)=[CH:11][C:10]=2[CH3:22])=[N:6][CH:7]=1.Cl[CH2:31][CH2:32][C:33]1[O:37][N:36]=[C:35]([CH:38]([CH3:40])[CH3:39])[N:34]=1.CCN(C(C)C)C(C)C.